From a dataset of Forward reaction prediction with 1.9M reactions from USPTO patents (1976-2016). Predict the product of the given reaction. (1) Given the reactants [C:1](N1C=CN=C1)(N1C=CN=C1)=[O:2].[CH3:13][O:14][C:15]1[CH:16]=[C:17]([CH:38]=[CH:39][CH:40]=1)[NH:18][C:19]1[CH:35]=[C:34]([F:36])[C:33]([F:37])=[CH:32][C:20]=1[C:21]([NH:23][O:24][CH2:25][C:26]1[CH:31]=[CH:30][CH:29]=[CH:28][CH:27]=1)=[O:22], predict the reaction product. The product is: [CH3:13][O:14][C:15]1[CH:16]=[C:17]([N:18]2[C:19]3[C:20](=[CH:32][C:33]([F:37])=[C:34]([F:36])[CH:35]=3)[C:21](=[O:22])[N:23]([O:24][CH2:25][C:26]3[CH:27]=[CH:28][CH:29]=[CH:30][CH:31]=3)[C:1]2=[O:2])[CH:38]=[CH:39][CH:40]=1. (2) Given the reactants [CH3:1][N:2]([CH3:19])[S:3]([C:6]1[CH:18]=[CH:17][CH:16]=[CH:15][C:7]=1[O:8][CH2:9][C:10]([O:12]CC)=O)(=[O:5])=[O:4].[NH2:20][CH2:21][CH:22]([OH:33])[CH2:23][N:24]1[CH2:32][C:31]2[C:26](=[CH:27][CH:28]=[CH:29][CH:30]=2)[CH2:25]1, predict the reaction product. The product is: [CH3:19][N:2]([CH3:1])[S:3]([C:6]1[CH:18]=[CH:17][CH:16]=[CH:15][C:7]=1[O:8][CH2:9][C:10]([NH:20][CH2:21][CH:22]([OH:33])[CH2:23][N:24]1[CH2:32][C:31]2[C:26](=[CH:27][CH:28]=[CH:29][CH:30]=2)[CH2:25]1)=[O:12])(=[O:4])=[O:5]. (3) Given the reactants [CH3:1][C:2]1[C:6]2[C:7](=[O:19])[N:8]([CH2:12][CH2:13][N:14]3[CH2:18][CH2:17][CH2:16][CH2:15]3)[CH2:9][CH2:10][CH2:11][C:5]=2[NH:4][C:3]=1[CH:20]=O.[Br:22][C:23]1[CH:24]=[C:25]([F:33])[CH:26]=[C:27]2[C:31]=1[NH:30][C:29](=[O:32])[CH2:28]2, predict the reaction product. The product is: [Br:22][C:23]1[CH:24]=[C:25]([F:33])[CH:26]=[C:27]2[C:31]=1[NH:30][C:29](=[O:32])[C:28]2=[CH:20][C:3]1[NH:4][C:5]2[CH2:11][CH2:10][CH2:9][N:8]([CH2:12][CH2:13][N:14]3[CH2:15][CH2:16][CH2:17][CH2:18]3)[C:7](=[O:19])[C:6]=2[C:2]=1[CH3:1]. (4) Given the reactants [CH2:1]([O:8][C:9]1C=[CH:13][N:12]([CH2:15][C:16]([C:18]2[CH:23]=[CH:22][C:21]([CH2:24][OH:25])=[CH:20][CH:19]=2)=[O:17])[C:11](=[O:26])[CH:10]=1)[C:2]1[CH:7]=[CH:6][CH:5]=[CH:4][CH:3]=1.C(OC1N=C[NH:38]C(=O)C=1)C1C=CC=CC=1.BrCC(C1C=CC(CO)=CC=1)=O, predict the reaction product. The product is: [CH2:1]([O:8][C:9]1[N:38]=[CH:13][N:12]([CH2:15][C:16]([C:18]2[CH:23]=[CH:22][C:21]([CH2:24][OH:25])=[CH:20][CH:19]=2)=[O:17])[C:11](=[O:26])[CH:10]=1)[C:2]1[CH:7]=[CH:6][CH:5]=[CH:4][CH:3]=1. (5) Given the reactants Cl.[F:2][C:3]1([F:7])[CH2:6][NH:5][CH2:4]1.N1CCCC1.CC(O[C:18]([NH:20][C@@H:21]([C:25]([OH:27])=O)[CH:22]1[CH2:24][CH2:23]1)=[O:19])(C)C.C(N[C@@H](C(O)=O)C(C)(C)C)(OC(C)(C)C)=O.[CH3:44][N:45]1[CH:49]=[C:48]([C:50]2[N:55]=[C:54]3[C:56](C(O)=O)=[CH:57][N:58](COCC[Si](C)(C)C)[C:53]3=[N:52][CH:51]=2)[CH:47]=[N:46]1.C1(C2N=C3C(C(O)=O)=CN(COCC[Si](C)(C)C)C3=NC=2)CC1.FC(F)(F)C(O)=O, predict the reaction product. The product is: [CH:22]1([C@@H:21]([NH:20][C:18]([C:56]2[C:54]3[C:53](=[N:52][CH:51]=[C:50]([C:48]4[CH:47]=[N:46][N:45]([CH3:44])[CH:49]=4)[N:55]=3)[NH:58][CH:57]=2)=[O:19])[C:25]([N:5]2[CH2:6][C:3]([F:7])([F:2])[CH2:4]2)=[O:27])[CH2:23][CH2:24]1. (6) Given the reactants [F:1][C:2]1[CH:3]=[C:4]2[C:8](=[CH:9][CH:10]=1)[NH:7][CH:6]=[C:5]2[CH:11]=[O:12].[H-].[Na+].I[CH3:16], predict the reaction product. The product is: [F:1][C:2]1[CH:3]=[C:4]2[C:8](=[CH:9][CH:10]=1)[N:7]([CH3:16])[CH:6]=[C:5]2[CH:11]=[O:12]. (7) Given the reactants Cl[C:2]1[C:11]([C:12]([OH:14])=[O:13])=[CH:10][C:9]2[C:4](=[CH:5][CH:6]=[C:7]([Cl:15])[CH:8]=2)[N:3]=1.[NH2:16][CH:17]([CH2:21][NH:22][C:23](=[O:30])[C:24]1[CH:29]=[CH:28][CH:27]=[CH:26][CH:25]=1)[C:18]([OH:20])=[O:19], predict the reaction product. The product is: [C:23]([NH:22][CH2:21][CH:17]([NH:16][C:2]1[C:11]([C:12]([OH:14])=[O:13])=[CH:10][C:9]2[C:4](=[CH:5][CH:6]=[C:7]([Cl:15])[CH:8]=2)[N:3]=1)[C:18]([OH:20])=[O:19])(=[O:30])[C:24]1[CH:25]=[CH:26][CH:27]=[CH:28][CH:29]=1.